This data is from TCR-epitope binding with 47,182 pairs between 192 epitopes and 23,139 TCRs. The task is: Binary Classification. Given a T-cell receptor sequence (or CDR3 region) and an epitope sequence, predict whether binding occurs between them. (1) The epitope is LEPLVDLPI. The TCR CDR3 sequence is CASSLGPTTYNEQFF. Result: 1 (the TCR binds to the epitope). (2) The epitope is TPINLVRDL. The TCR CDR3 sequence is CASSQDRSGSSYNEQFF. Result: 0 (the TCR does not bind to the epitope). (3) The epitope is ELAGIGILTV. The TCR CDR3 sequence is CSAKRSRGQPQHF. Result: 1 (the TCR binds to the epitope). (4) The epitope is KPLEFGATSAAL. The TCR CDR3 sequence is CASSLVGGAAYEQYF. Result: 1 (the TCR binds to the epitope). (5) The epitope is KPLEFGATSAAL. The TCR CDR3 sequence is CASSTSGRSLGEQYF. Result: 1 (the TCR binds to the epitope). (6) Result: 0 (the TCR does not bind to the epitope). The epitope is QIKVRVKMV. The TCR CDR3 sequence is CASSQDRGDTGELFF. (7) The epitope is SEVGPEHSLAEY. The TCR CDR3 sequence is CASSSWESGPVNTEAFF. Result: 1 (the TCR binds to the epitope). (8) Result: 0 (the TCR does not bind to the epitope). The TCR CDR3 sequence is CASSQDQINEQYF. The epitope is ILGLPTQTV.